From a dataset of Forward reaction prediction with 1.9M reactions from USPTO patents (1976-2016). Predict the product of the given reaction. (1) The product is: [CH3:9][O:8][C:7]1[CH:2]=[CH:12][C:13]2[C:5](=[CH:4][CH:3]=[C:15]([C:16]3[CH:21]=[CH:20][CH:19]=[C:18]([O:34][CH3:33])[CH:17]=3)[CH:14]=2)[C:6]=1[S:28][C:22]1[CH:27]=[CH:26][CH:25]=[CH:24][CH:23]=1. Given the reactants Br[C:2]1([C:12]2[C:21]3[C:16](=[CH:17][CH:18]=[CH:19][CH:20]=3)[CH:15]=[CH:14][CH:13]=2)[C:7]([O:8][CH3:9])=[CH:6][CH:5]=[CH:4][CH:3]1OC.[C:22]1([S-:28])[CH:27]=[CH:26][CH:25]=[CH:24][CH:23]=1.[Na+].CN([CH:33]=[O:34])C, predict the reaction product. (2) Given the reactants [C:1]1([C:7]2[C:11]([C:13]3[CH:18]=[CH:17][C:16]([O:19][CH3:20])=[CH:15][CH:14]=3)(O)[C:10]([C:21]3[CH:26]=[CH:25][CH:24]=[CH:23][CH:22]=3)=[C:9]([C:27]3[CH:32]=[CH:31][CH:30]=[CH:29][CH:28]=3)[C:8]=2[C:33]2[CH:38]=[CH:37][CH:36]=[CH:35][CH:34]=2)[CH:6]=[CH:5][CH:4]=[CH:3][CH:2]=1.C([Br:42])(=O)C.CO, predict the reaction product. The product is: [Br:42][C:11]1([C:13]2[CH:18]=[CH:17][C:16]([O:19][CH3:20])=[CH:15][CH:14]=2)[C:10]([C:21]2[CH:26]=[CH:25][CH:24]=[CH:23][CH:22]=2)=[C:9]([C:27]2[CH:28]=[CH:29][CH:30]=[CH:31][CH:32]=2)[C:8]([C:33]2[CH:38]=[CH:37][CH:36]=[CH:35][CH:34]=2)=[C:7]1[C:1]1[CH:2]=[CH:3][CH:4]=[CH:5][CH:6]=1. (3) Given the reactants [CH:1]1([N:5]2[CH2:11][CH2:10][CH2:9][N:8]([C:12]([CH:14]3[CH2:17][N:16](C(OCC4C=CC=CC=4)=O)[CH2:15]3)=[O:13])[CH2:7][CH2:6]2)[CH2:4][CH2:3][CH2:2]1, predict the reaction product. The product is: [NH:16]1[CH2:15][CH:14]([C:12]([N:8]2[CH2:9][CH2:10][CH2:11][N:5]([CH:1]3[CH2:4][CH2:3][CH2:2]3)[CH2:6][CH2:7]2)=[O:13])[CH2:17]1. (4) Given the reactants ClC1[CH:7]=[CH:6][CH:5]=[C:4]([Cl:8])[C:3]=1[NH:9][C:10]([NH:12][C:13]1[S:14][C:15]([C:25]2[CH:30]=[CH:29][C:28](OC)=[CH:27][CH:26]=2)=[CH:16][C:17]=1[C:18]([O:20]C(C)(C)C)=[O:19])=[O:11].[C:33](O)(C(F)(F)F)=[O:34].[CH:40]([Cl:43])(Cl)Cl, predict the reaction product. The product is: [Cl:8][C:4]1[CH:5]=[CH:6][CH:7]=[C:40]([Cl:43])[C:3]=1[NH:9][C:10]([NH:12][C:13]1[S:14][C:15]([C:25]2[CH:26]=[CH:27][CH:28]=[C:29]([O:34][CH3:33])[CH:30]=2)=[CH:16][C:17]=1[C:18]([OH:20])=[O:19])=[O:11]. (5) The product is: [Cl:39][C:40]1[CH:41]=[C:42]([C:46]2[O:50][C:49]([NH:51][C:19]([N:16]3[CH2:15][CH2:14][C:12]4([CH2:11][CH:10]([C:6]5[CH:7]=[CH:8][CH:9]=[C:4]([O:3][C:2]([F:31])([F:1])[F:32])[CH:5]=5)[CH2:13]4)[CH2:18][CH2:17]3)=[O:20])=[N:48][N:47]=2)[CH:43]=[CH:44][CH:45]=1. Given the reactants [F:1][C:2]([F:32])([F:31])[O:3][C:4]1[CH:5]=[C:6]([CH:10]2[CH2:13][C:12]3([CH2:18][CH2:17][N:16]([C:19](OC4C=CC([N+]([O-])=O)=CC=4)=[O:20])[CH2:15][CH2:14]3)[CH2:11]2)[CH:7]=[CH:8][CH:9]=1.CC(N(C)C)=O.[Cl:39][C:40]1[CH:41]=[C:42]([C:46]2[O:50][C:49]([NH2:51])=[N:48][N:47]=2)[CH:43]=[CH:44][CH:45]=1, predict the reaction product. (6) Given the reactants [NH2:1][C:2]1[C:23]([C:24]2[CH:29]=[CH:28][CH:27]=[CH:26][N:25]=2)=[C:5]2[NH:6][C:7]([C:11]3[CH:12]=[C:13]4[C:17](=[CH:18][CH:19]=3)[N:16](COC)[N:15]=[CH:14]4)=[CH:8][C:9](=[O:10])[N:4]2[N:3]=1.Cl, predict the reaction product. The product is: [NH2:1][C:2]1[C:23]([C:24]2[CH:29]=[CH:28][CH:27]=[CH:26][N:25]=2)=[C:5]2[NH:6][C:7]([C:11]3[CH:12]=[C:13]4[C:17](=[CH:18][CH:19]=3)[NH:16][N:15]=[CH:14]4)=[CH:8][C:9](=[O:10])[N:4]2[N:3]=1. (7) Given the reactants [CH2:1]([N:8](C)[C:9]1[C:14]([F:15])=[CH:13][C:12]([C:16]2[O:17][C:18]3[C:26]4[NH:27][C:28](=[O:30])[NH:29][C:25]=4[CH:24]=[CH:23][C:19]=3[C:20](=[O:22])[CH:21]=2)=[CH:11][C:10]=1[F:31])C1C=CC=CC=1.CN(C=O)C.[H][H], predict the reaction product. The product is: [F:15][C:14]1[CH:13]=[C:12]([C:16]2[O:17][C:18]3[C:26]4[NH:27][C:28](=[O:30])[NH:29][C:25]=4[CH:24]=[CH:23][C:19]=3[C:20](=[O:22])[CH:21]=2)[CH:11]=[C:10]([F:31])[C:9]=1[NH:8][CH3:1].